Dataset: Experimentally validated miRNA-target interactions with 360,000+ pairs, plus equal number of negative samples. Task: Binary Classification. Given a miRNA mature sequence and a target amino acid sequence, predict their likelihood of interaction. (1) The miRNA is rno-miR-128-3p with sequence UCACAGUGAACCGGUCUCUUU. The protein sequence of the target gene is MNVGVAHSEVNPNTRVMNSRGIWLAYIILVGLLHMVLLSIPFFSIPVVWTLTNVIHNLATYVFLHTVKGTPFETPDQGKARLLTHWEQMDYGLQFTSSRKFLSISPIVLYLLASFYTKYDAAHFLINTASLLSVLLPKLPQFHGVRVFGINKY. Result: 0 (no interaction). (2) The miRNA is hsa-miR-6086 with sequence GGAGGUUGGGAAGGGCAGAG. The protein sequence of the target gene is MQRQNFRPPTPPYPGPGGGGWGSGSSFRGTPGGGGPRPPSPRDGYGSPHHTPPYGPRSRPYGSSHSPRHGGSFPGGRFGSPSPGGYPGSYSRSPAGSQQQFGYSPGQQQTHPQGSPRTSTPFGSGRVREKRMSNELENYFKPSMLEDPWAGLEPVSVVDISQQYSNTQTFTGKKGRYFC. Result: 1 (interaction). (3) The miRNA is hsa-let-7d-5p with sequence AGAGGUAGUAGGUUGCAUAGUU. The protein sequence of the target gene is MVFSAVLTAFHTGTSNTTFVVYENTYMNITLPPPFQHPDLSPLLRYSFETMAPTGLSSLTVNSTAVPTTPAAFKSLNLPLQITLSAIMIFILFVSFLGNLVVCLMVYQKAAMRSAINILLASLAFADMLLAVLNMPFALVTILTTRWIFGKFFCRVSAMFFWLFVIEGVAILLIISIDRFLIIVQRQDKLNPYRAKVLIAVSWATSFCVAFPLAVGNPDLQIPSRAPQCVFGYTTNPGYQAYVILISLISFFIPFLVILYSFMGILNTLRHNALRIHSYPEGICLSQASKLGLMSLQRPF.... Result: 1 (interaction). (4) The miRNA is mmu-miR-448-5p with sequence GAACAUCCUGCAUAGUGCUGCC. The protein sequence of the target gene is MDCGSVGGQRTQRLPGRQRLLFLPVGLSGRPGGSETSARRCLSALSDGLGALRPRAPAARGGVSRASPLLLLLLVPSPRLAAAAPRRQLGDWERSRLGYAAPPAGRSSAWRCSPGVAAAAGALPQYHGPAPALVSCRRELSLSAGSLQLERKRRDFTSSGSRKLYFDTHALVCLLEDNGFATQQAEIIVSALVKILEANMDIVYKDMVTKMQQEITFQQVMSQIANVKKDMIILEKSEFSALRAENEKIKLELHQLKQQVMDEVIKVRTDTKLDFNLEKSRVKELYSLNEKKLLELRTEI.... Result: 0 (no interaction). (5) Result: 0 (no interaction). The protein sequence of the target gene is MSDEEARQSGGSSQAGVVTVSDVQELMRRKEEIEAQIKANYDVLESQKGIGMNEPLVDCEGYPRSDVDLYQVRTARHNIICLQNDHKAVMKQVEEALHQLHARDKEKQARDMAEAHKEAMSRKLGQSESQGPPRAFAKVNSISPGSPASIAGLQVDDEIVEFGSVNTQNFQSLHNIGSVVQHSEGKPLNVTVIRRGEKHQLRLVPTRWAGKGLLGCNIIPLQR. The miRNA is hsa-miR-6839-5p with sequence UCUGGAUUGAAGAGACGACCCA.